Task: Predict the reactants needed to synthesize the given product.. Dataset: Full USPTO retrosynthesis dataset with 1.9M reactions from patents (1976-2016) (1) The reactants are: [Cl:1][C:2]1[CH:21]=[C:20]([O:22][CH2:23][CH3:24])[CH:19]=[CH:18][C:3]=1[CH2:4][N:5]1[C:9]2[CH:10]=[C:11]([CH2:15][OH:16])[CH:12]=[C:13]([CH3:14])[C:8]=2[N:7]=[C:6]1[CH3:17].O[C:26]1[CH:27]=[C:28]([CH:33]=[CH:34][CH:35]=1)[C:29]([O:31][CH3:32])=[O:30]. Given the product [Cl:1][C:2]1[CH:21]=[C:20]([O:22][CH2:23][CH3:24])[CH:19]=[CH:18][C:3]=1[CH2:4][N:5]1[C:9]2[CH:10]=[C:11]([CH2:15][O:16][C:26]3[CH:27]=[C:28]([CH:33]=[CH:34][CH:35]=3)[C:29]([O:31][CH3:32])=[O:30])[CH:12]=[C:13]([CH3:14])[C:8]=2[N:7]=[C:6]1[CH3:17], predict the reactants needed to synthesize it. (2) Given the product [F:1][C:2]1[CH:3]=[C:4]2[N:10]([CH2:20][CH:19]=[CH2:18])[C:9](=[O:11])[S:8][C:5]2=[N:6][CH:7]=1, predict the reactants needed to synthesize it. The reactants are: [F:1][C:2]1[CH:3]=[C:4]2[NH:10][C:9](=[O:11])[S:8][C:5]2=[N:6][CH:7]=1.C(=O)([O-])[O-].[K+].[K+].[CH2:18](I)[CH:19]=[CH2:20].